Dataset: Catalyst prediction with 721,799 reactions and 888 catalyst types from USPTO. Task: Predict which catalyst facilitates the given reaction. (1) Reactant: [CH3:1][O:2][C:3](=[O:32])[CH2:4][O:5][C:6]1[CH:11]=[C:10]([CH:12]=[CH2:13])[C:9]([O:14][CH2:15][C:16]2[S:17][CH:18]=[C:19]([C:21]3[CH:26]=[CH:25][C:24]([C:27]([F:30])([F:29])[F:28])=[CH:23][CH:22]=3)[N:20]=2)=[CH:8][C:7]=1[CH3:31].C1CC=CCC=1. Product: [CH3:1][O:2][C:3](=[O:32])[CH2:4][O:5][C:6]1[CH:11]=[C:10]([CH2:12][CH3:13])[C:9]([O:14][CH2:15][C:16]2[S:17][CH:18]=[C:19]([C:21]3[CH:26]=[CH:25][C:24]([C:27]([F:28])([F:30])[F:29])=[CH:23][CH:22]=3)[N:20]=2)=[CH:8][C:7]=1[CH3:31]. The catalyst class is: 19. (2) Reactant: [Cl:1][C:2]1[CH:3]=[C:4]([C:12](OC)=[O:13])[C:5]2[O:9][C:8](=[O:10])[NH:7][C:6]=2[CH:11]=1.[H-].[H-].[H-].[H-].[Li+].[Al+3]. Product: [Cl:1][C:2]1[CH:3]=[C:4]([CH2:12][OH:13])[C:5]2[O:9][C:8](=[O:10])[NH:7][C:6]=2[CH:11]=1. The catalyst class is: 7. (3) Reactant: O1CCCC1.[CH3:6][S:7](Cl)(=[O:9])=[O:8].[F:11][C:12]([F:28])([F:27])[C:13]1[CH:18]=[CH:17][C:16]([NH:19][C:20](=[O:26])[CH2:21][C@@H:22]([OH:25])[CH2:23][CH3:24])=[CH:15][CH:14]=1.C(N(CC)CC)C. Product: [F:11][C:12]([F:27])([F:28])[C:13]1[CH:18]=[CH:17][C:16]([NH:19][C:20](=[O:26])[CH2:21][C@@H:22]([O:25][S:7]([CH3:6])(=[O:9])=[O:8])[CH2:23][CH3:24])=[CH:15][CH:14]=1. The catalyst class is: 84. (4) Reactant: [CH3:1][C:2]1([CH3:32])[CH2:11][CH:10]=[C:9]([C:12]2[CH:17]=[CH:16][C:15]([CH3:18])=[CH:14][CH:13]=2)[C:8]2[CH:7]=[C:6]([C:19]#[C:20][C:21]3[CH:31]=[CH:30][C:24]([C:25]([O:27]CC)=[O:26])=[CH:23][CH:22]=3)[CH:5]=[CH:4][C:3]1=2.O[Li].O. Product: [CH3:1][C:2]1([CH3:32])[CH2:11][CH:10]=[C:9]([C:12]2[CH:17]=[CH:16][C:15]([CH3:18])=[CH:14][CH:13]=2)[C:8]2[CH:7]=[C:6]([C:19]#[C:20][C:21]3[CH:22]=[CH:23][C:24]([C:25]([OH:27])=[O:26])=[CH:30][CH:31]=3)[CH:5]=[CH:4][C:3]1=2. The catalyst class is: 20. (5) Reactant: [CH2:1]([O:3][C:4]([C:6]1[CH:7]=[C:8]2[N:13]([C:14]=1[C:15]1[CH:20]=[CH:19][C:18]([F:21])=[CH:17][CH:16]=1)[CH:12]=[CH:11][C:10]([CH:22]=O)=[CH:9]2)=[O:5])[CH3:2].[NH2:24][C:25]1[O:29][C:28]([C:30]([OH:37])([CH2:35][CH3:36])[C:31]([F:34])([F:33])[F:32])=[N:27][N:26]=1.C1(C)C=CC(S([O-])(=O)=O)=CC=1.[NH+]1C=CC=CC=1.[BH4-].[Na+]. The catalyst class is: 11. Product: [CH2:1]([O:3][C:4]([C:6]1[CH:7]=[C:8]2[N:13]([C:14]=1[C:15]1[CH:20]=[CH:19][C:18]([F:21])=[CH:17][CH:16]=1)[CH:12]=[CH:11][C:10]([CH2:22][NH:24][C:25]1[O:29][C:28]([C:30]([OH:37])([C:31]([F:34])([F:32])[F:33])[CH2:35][CH3:36])=[N:27][N:26]=1)=[CH:9]2)=[O:5])[CH3:2]. (6) Reactant: C([O:3][C:4]([C:6]1[N:7]([CH2:16][C:17]2[CH:22]=[CH:21][CH:20]=[CH:19][CH:18]=2)[N:8]=[CH:9][C:10]=1[C:11]([O:13][CH2:14][CH3:15])=[O:12])=[O:5])C.CO.O.O.[OH-].[Li+]. Product: [CH2:14]([O:13][C:11]([C:10]1[CH:9]=[N:8][N:7]([CH2:16][C:17]2[CH:22]=[CH:21][CH:20]=[CH:19][CH:18]=2)[C:6]=1[C:4]([OH:5])=[O:3])=[O:12])[CH3:15]. The catalyst class is: 1. (7) Reactant: [CH2:1]([N:3]1[CH2:8][CH2:7][NH:6][CH2:5][CH2:4]1)[CH3:2].C(N(CC)CC)C.[C:16]([O:19][C@H:20]1[CH2:37][CH2:36][C@@:35]2([CH3:38])[C@@H:22]([CH2:23][CH2:24][C@:25]3([CH3:49])[C@@H:34]2[CH2:33][CH2:32][C@H:31]2[C@@:26]3([CH3:48])[CH2:27][CH2:28][C@@:29]3([C:45](Cl)=[O:46])[CH2:41][CH2:40][C@@H:39]([C:42]([CH3:44])=[CH2:43])[C@@H:30]32)[C:21]1([CH3:51])[CH3:50])(=[O:18])[CH3:17]. Product: [C:16]([O:19][C@H:20]1[CH2:37][CH2:36][C@@:35]2([CH3:38])[C@@H:22]([CH2:23][CH2:24][C@:25]3([CH3:49])[C@@H:34]2[CH2:33][CH2:32][C@H:31]2[C@@:26]3([CH3:48])[CH2:27][CH2:28][C@@:29]3([C:45]([N:6]4[CH2:7][CH2:8][N:3]([CH2:1][CH3:2])[CH2:4][CH2:5]4)=[O:46])[CH2:41][CH2:40][C@@H:39]([C:42]([CH3:44])=[CH2:43])[C@@H:30]32)[C:21]1([CH3:51])[CH3:50])(=[O:18])[CH3:17]. The catalyst class is: 2.